Dataset: Peptide-MHC class I binding affinity with 185,985 pairs from IEDB/IMGT. Task: Regression. Given a peptide amino acid sequence and an MHC pseudo amino acid sequence, predict their binding affinity value. This is MHC class I binding data. (1) The peptide sequence is PYPDPSRIL. The MHC is HLA-A24:02 with pseudo-sequence HLA-A24:02. The binding affinity (normalized) is 0. (2) The peptide sequence is LLLAILGPL. The MHC is HLA-A02:06 with pseudo-sequence HLA-A02:06. The binding affinity (normalized) is 0.397. (3) The peptide sequence is WPALSSIAA. The MHC is HLA-B07:02 with pseudo-sequence HLA-B07:02. The binding affinity (normalized) is 0.798. (4) The peptide sequence is PSKKHWLGK. The MHC is HLA-B18:01 with pseudo-sequence HLA-B18:01. The binding affinity (normalized) is 0.0847. (5) The peptide sequence is NLALLYGEY. The MHC is HLA-A30:02 with pseudo-sequence HLA-A30:02. The binding affinity (normalized) is 0.573. (6) The peptide sequence is VLTSEEVVLK. The MHC is HLA-A68:01 with pseudo-sequence HLA-A68:01. The binding affinity (normalized) is 0.293.